From a dataset of Retrosynthesis with 50K atom-mapped reactions and 10 reaction types from USPTO. Predict the reactants needed to synthesize the given product. (1) Given the product CCSc1ccc(-c2nc3n(c2-c2ccncc2)CCC3)cc1, predict the reactants needed to synthesize it. The reactants are: CCS.Fc1ccc(-c2nc3n(c2-c2ccncc2)CCC3)cc1. (2) Given the product O=C(NCCSCc1cccc(F)c1)c1c(F)cccc1F, predict the reactants needed to synthesize it. The reactants are: NCCSCc1cccc(F)c1.O=C(Cl)c1c(F)cccc1F. (3) Given the product COC(=O)COc1cc(C(=O)N2CCC3(CC2)CC(=O)c2cc(-c4cnn(C)c4)ccc2O3)cc2c1ccn2C1CC1, predict the reactants needed to synthesize it. The reactants are: COC(=O)CBr.Cn1cc(-c2ccc3c(c2)C(=O)CC2(CCN(C(=O)c4cc(O)c5ccn(C6CC6)c5c4)CC2)O3)cn1. (4) Given the product CC(C)(C)OC(=O)Nc1cccc(NS(=O)(=O)Cc2cccc(N)c2)c1, predict the reactants needed to synthesize it. The reactants are: CC(C)(C)OC(=O)Nc1cccc(NS(=O)(=O)Cc2cccc([N+](=O)[O-])c2)c1. (5) The reactants are: O=C1COc2ccc(F)cc2N1. Given the product Fc1ccc2c(c1)NCCO2, predict the reactants needed to synthesize it.